From a dataset of Forward reaction prediction with 1.9M reactions from USPTO patents (1976-2016). Predict the product of the given reaction. (1) The product is: [Cl:15][C:16]1[S:20][C:19]([S:21]([OH:23])(=[O:2])=[O:22])=[CH:18][CH:17]=1. Given the reactants [N+](C1C=CC=C2C=1C=CC(Cl)=N2)([O-])=[O:2].[Cl:15][C:16]1[S:20][C:19]([S:21](Cl)(=[O:23])=[O:22])=[CH:18][CH:17]=1.COC1C=CC=CC=1C(N)C, predict the reaction product. (2) Given the reactants [CH2:1]([O:5][C:6]1[N:14]=[C:13]2[C:9]([N:10]=[C:11]([O:24]C)[N:12]2[CH2:15][CH2:16][CH2:17][CH:18]2[CH2:23][CH2:22][CH2:21][CH2:20][NH:19]2)=[C:8]([NH2:26])[N:7]=1)[CH2:2][CH2:3][CH3:4].Br[CH2:28][CH2:29][CH:30]([CH3:32])[CH3:31], predict the reaction product. The product is: [NH2:26][C:8]1[N:7]=[C:6]([O:5][CH2:1][CH2:2][CH2:3][CH3:4])[N:14]=[C:13]2[C:9]=1[NH:10][C:11](=[O:24])[N:12]2[CH2:15][CH2:16][CH2:17][CH:18]1[CH2:23][CH2:22][CH2:21][CH2:20][N:19]1[CH2:28][CH2:29][CH:30]([CH3:32])[CH3:31]. (3) Given the reactants [F:1][C:2]1[CH:3]=[C:4]([N:9]2[CH2:13][CH2:12][C:11](=[CH:14][C:15]3[CH:20]=[CH:19][CH:18]=[CH:17][C:16]=3[N:21]3[CH2:26][CH2:25][N:24]([CH3:27])[CH2:23][CH2:22]3)[C:10]2=[O:28])[CH:5]=[CH:6][C:7]=1[F:8].C([O-])=O.[NH4+], predict the reaction product. The product is: [F:1][C:2]1[CH:3]=[C:4]([N:9]2[CH2:13][CH2:12][CH:11]([CH2:14][C:15]3[CH:20]=[CH:19][CH:18]=[CH:17][C:16]=3[N:21]3[CH2:22][CH2:23][N:24]([CH3:27])[CH2:25][CH2:26]3)[C:10]2=[O:28])[CH:5]=[CH:6][C:7]=1[F:8]. (4) Given the reactants [CH3:1][O:2][C:3]1[CH:22]=[CH:21][C:6]([CH2:7][C@@H:8]2[C:12]3=[N:13][C:14]4[CH:19]=[CH:18][CH:17]=[CH:16][C:15]=4[N:11]3[C:10](=[O:20])[NH:9]2)=[CH:5][CH:4]=1.[CH3:23][C:24]1([CH3:33])[CH2:29][CH:28]([NH2:30])[CH2:27][C:26]([CH3:32])([CH3:31])[NH:25]1.C(O)(C(F)(F)F)=O, predict the reaction product. The product is: [NH:13]1[C:14]2[CH:19]=[CH:18][CH:17]=[CH:16][C:15]=2[N:11]=[C:12]1[C@H:8]([NH:9][C:10]([NH:30][CH:28]1[CH2:29][C:24]([CH3:33])([CH3:23])[NH:25][C:26]([CH3:32])([CH3:31])[CH2:27]1)=[O:20])[CH2:7][C:6]1[CH:5]=[CH:4][C:3]([O:2][CH3:1])=[CH:22][CH:21]=1. (5) The product is: [Cl:10][C:11]1[CH:16]=[CH:15][C:14]([C:17]2[NH:1][C:2]3[N:6]([N:5]=[CH:4][C:3]=3[CH2:7][C:8]#[N:9])[C:19](=[O:20])[CH:18]=2)=[CH:13][C:12]=1[O:25][CH3:26]. Given the reactants [NH2:1][C:2]1[NH:6][N:5]=[CH:4][C:3]=1[CH2:7][C:8]#[N:9].[Cl:10][C:11]1[CH:16]=[CH:15][C:14]([C:17](=O)[CH2:18][C:19](OCC)=[O:20])=[CH:13][C:12]=1[O:25][CH3:26], predict the reaction product.